From a dataset of Forward reaction prediction with 1.9M reactions from USPTO patents (1976-2016). Predict the product of the given reaction. (1) Given the reactants [CH:1]1([C:6]2[CH:7]=[C:8]([CH:12]=[C:13]([O:15][CH3:16])[N:14]=2)[C:9]([OH:11])=O)[CH2:5][CH2:4][CH2:3][CH2:2]1.[CH2:17]([C:19]1[CH:20]=[C:21]([CH:26]=[C:27]([CH3:34])[C:28]=1[NH:29][S:30]([CH3:33])(=[O:32])=[O:31])[C:22]([NH:24]O)=[NH:23])[CH3:18], predict the reaction product. The product is: [CH:1]1([C:6]2[CH:7]=[C:8]([C:9]3[O:11][N:24]=[C:22]([C:21]4[CH:26]=[C:27]([CH3:34])[C:28]([NH:29][S:30]([CH3:33])(=[O:32])=[O:31])=[C:19]([CH2:17][CH3:18])[CH:20]=4)[N:23]=3)[CH:12]=[C:13]([O:15][CH3:16])[N:14]=2)[CH2:2][CH2:3][CH2:4][CH2:5]1. (2) Given the reactants [S:1]1[CH:5]=[C:4]([C:6]([Cl:8])=[O:7])[N:3]=[N:2]1.[NH2:9][C:10]1[C:19]2[C:14](=[CH:15][C:16]([O:22][CH3:23])=[C:17]([O:20][CH3:21])[CH:18]=2)[N:13]=[C:12]([N:24]2[CH2:29][CH2:28][NH:27][CH2:26][CH2:25]2)[N:11]=1, predict the reaction product. The product is: [ClH:8].[NH2:9][C:10]1[C:19]2[C:14](=[CH:15][C:16]([O:22][CH3:23])=[C:17]([O:20][CH3:21])[CH:18]=2)[N:13]=[C:12]([N:24]2[CH2:29][CH2:28][N:27]([C:6]([C:4]3[N:3]=[N:2][S:1][CH:5]=3)=[O:7])[CH2:26][CH2:25]2)[N:11]=1.